This data is from hERG potassium channel inhibition data for cardiac toxicity prediction from Karim et al.. The task is: Regression/Classification. Given a drug SMILES string, predict its toxicity properties. Task type varies by dataset: regression for continuous values (e.g., LD50, hERG inhibition percentage) or binary classification for toxic/non-toxic outcomes (e.g., AMES mutagenicity, cardiotoxicity, hepatotoxicity). Dataset: herg_karim. The result is 0 (non-blocker). The compound is CCN(C)C(=O)c1ccc([C@H](c2cccc(NC(=O)C3CC3)c2)N2CCN(Cc3nc(C)cs3)CC2)cc1.